This data is from Full USPTO retrosynthesis dataset with 1.9M reactions from patents (1976-2016). The task is: Predict the reactants needed to synthesize the given product. (1) Given the product [C:26]1([C:23]2([C:18]3[N:17]=[C:16]4[S:15][C:14]([C:11]5[CH:12]=[CH:13][C:8]([NH:33][CH2:34][CH2:35][C:36]([O:38][C:39]([CH3:42])([CH3:41])[CH3:40])=[O:37])=[CH:9][CH:10]=5)=[N:22][C:21]4=[CH:20][CH:19]=3)[CH2:25][CH2:24]2)[CH:31]=[CH:30][CH:29]=[CH:28][CH:27]=1, predict the reactants needed to synthesize it. The reactants are: CC(C)([O-])C.[Na+].I[C:8]1[CH:13]=[CH:12][C:11]([C:14]2[S:15][C:16]3[C:21]([N:22]=2)=[CH:20][CH:19]=[C:18]([C:23]2([C:26]4[CH:31]=[CH:30][CH:29]=[CH:28][CH:27]=4)[CH2:25][CH2:24]2)[N:17]=3)=[CH:10][CH:9]=1.Cl.[NH2:33][CH2:34][CH2:35][C:36]([O:38][C:39]([CH3:42])([CH3:41])[CH3:40])=[O:37].CC1(C)C2C(=C(P(C3C=CC=CC=3)C3C=CC=CC=3)C=CC=2)OC2C(P(C3C=CC=CC=3)C3C=CC=CC=3)=CC=CC1=2. (2) Given the product [NH2:31][C:29]1[S:30][C:26]2[CH:25]=[CH:24][CH:23]=[C:22]([O:21][C:17]3[N:18]=[CH:19][N:20]=[C:15]([C:4]4[CH:5]=[CH:6][C:7]([C:11]([F:14])([F:13])[F:12])=[CH:8][C:3]=4[OH:2])[CH:16]=3)[C:27]=2[N:28]=1, predict the reactants needed to synthesize it. The reactants are: C[O:2][C:3]1[C:8](OC)=[C:7]([C:11]([F:14])([F:13])[F:12])[CH:6]=[CH:5][C:4]=1[C:15]1[N:20]=[CH:19][N:18]=[C:17]([O:21][C:22]2[C:27]3[N:28]=[C:29]([NH2:31])[S:30][C:26]=3[CH:25]=[CH:24][CH:23]=2)[CH:16]=1.B(F)(F)F.CCOCC. (3) Given the product [C:1]([NH:5][C:6]1[N:11]=[C:10]([C:12]#[CH:13])[CH:9]=[CH:8][N:7]=1)([CH3:4])([CH3:3])[CH3:2], predict the reactants needed to synthesize it. The reactants are: [C:1]([NH:5][C:6]1[N:11]=[C:10]([C:12]#[C:13][Si](C)(C)C)[CH:9]=[CH:8][N:7]=1)([CH3:4])([CH3:3])[CH3:2].[OH-].[K+]. (4) Given the product [C:28]([C:25]1[CH:26]=[CH:27][C:22]([CH2:21][N:7]([CH2:8][CH2:9][C:10]2[CH:15]=[C:14]([C:16]([F:18])([F:17])[F:19])[CH:13]=[C:12]([F:20])[CH:11]=2)[C:5](=[O:6])[C:4]2[CH:3]=[C:2]([CH2:36][CH3:37])[CH:34]=[C:33]([Cl:35])[CH:32]=2)=[CH:23][CH:24]=1)([CH3:30])([CH3:29])[CH3:31], predict the reactants needed to synthesize it. The reactants are: Br[C:2]1[CH:3]=[C:4]([CH:32]=[C:33]([Cl:35])[CH:34]=1)[C:5]([N:7]([CH2:21][C:22]1[CH:27]=[CH:26][C:25]([C:28]([CH3:31])([CH3:30])[CH3:29])=[CH:24][CH:23]=1)[CH2:8][CH2:9][C:10]1[CH:15]=[C:14]([C:16]([F:19])([F:18])[F:17])[CH:13]=[C:12]([F:20])[CH:11]=1)=[O:6].[CH2:36](B(O)O)[CH3:37].P([O-])([O-])([O-])=O.[K+].[K+].[K+].C1(P(C2CCCCC2)C2CCCCC2)CCCCC1.